Predict the reaction yield, written as a fraction of the theoretical maximum amount of product (1.0 means a 100% yield; for example, 0.34 means a 34% yield). From a dataset of Reaction yield outcomes from USPTO patents with 853,638 reactions. (1) The catalyst is C1COCC1.CN(C)C1C=CN=CC=1. The reactants are [Br:1][C:2]1[CH:3]=[C:4]([N:13]=[C:14]=[O:15])[CH:5]=[CH:6][C:7]=1[O:8][C:9]([F:12])([F:11])[F:10].BrC1C=C(C=CC=1OC(F)(F)F)N.C(OC(OC(C)(C)C)=O)(OC(C)(C)C)=O.C([O:48][C:49](=[O:66])[C:50]([S:53][C:54]1[CH:55]=[C:56]2[C:60](=[CH:61][CH:62]=1)[CH2:59][CH:58]([NH:63][CH2:64][CH3:65])[CH2:57]2)([CH3:52])[CH3:51])(C)(C)C. The product is [Br:1][C:2]1[CH:3]=[C:4]([NH:13][C:14](=[O:15])[N:63]([CH:58]2[CH2:57][C:56]3[C:60](=[CH:61][CH:62]=[C:54]([S:53][C:50]([CH3:51])([CH3:52])[C:49]([OH:66])=[O:48])[CH:55]=3)[CH2:59]2)[CH2:64][CH3:65])[CH:5]=[CH:6][C:7]=1[O:8][C:9]([F:12])([F:11])[F:10]. The yield is 0.190. (2) The catalyst is CCO. The product is [CH2:23]1[C:24]2[C:29](=[CH:28][CH:27]=[CH:26][CH:25]=2)[CH2:30][CH2:31][N:22]1[CH2:21][CH:19]([OH:18])[CH2:20][NH:14][C:13]1[CH:15]=[CH:16][CH:17]=[C:11]([C:8]2[CH:9]=[CH:10][C:5]3[N:4]=[CH:3][N:2]([CH3:1])[C:6]=3[CH:7]=2)[CH:12]=1. The yield is 0.289. The reactants are [CH3:1][N:2]1[C:6]2[CH:7]=[C:8]([C:11]3[CH:12]=[C:13]([CH:15]=[CH:16][CH:17]=3)[NH2:14])[CH:9]=[CH:10][C:5]=2[N:4]=[CH:3]1.[O:18]1[CH2:20][CH:19]1[CH2:21][N:22]1[CH2:31][CH2:30][C:29]2[C:24](=[CH:25][CH:26]=[CH:27][CH:28]=2)[CH2:23]1. (3) The product is [F:50][C:47]1[CH:48]=[CH:49][C:44]([N:39]2[CH:40]=[CH:41][C:42](=[O:43])[N:37]([C:33]3[C:32]([CH3:52])=[C:31]([C:10]4[C:9]5[C:8]6[C:16](=[CH:17][C:5]([C:2]([OH:1])([CH3:4])[CH3:3])=[CH:6][CH:7]=6)[NH:15][C:14]=5[C:13]([C:18]([NH2:20])=[O:19])=[CH:12][CH:11]=4)[CH:36]=[CH:35][CH:34]=3)[C:38]2=[O:51])=[CH:45][CH:46]=1. The catalyst is C1COCC1.O.C1C=CC(P(C2C=CC=CC=2)[C-]2C=CC=C2)=CC=1.C1C=CC(P(C2C=CC=CC=2)[C-]2C=CC=C2)=CC=1.Cl[Pd]Cl.[Fe+2].C(Cl)Cl. The yield is 0.410. The reactants are [OH:1][C:2]([C:5]1[CH:17]=[C:16]2[C:8]([C:9]3[C:10](B4OC(C)(C)C(C)(C)O4)=[CH:11][CH:12]=[C:13]([C:18]([NH2:20])=[O:19])[C:14]=3[NH:15]2)=[CH:7][CH:6]=1)([CH3:4])[CH3:3].Br[C:31]1[C:32]([CH3:52])=[C:33]([N:37]2[C:42](=[O:43])[CH:41]=[CH:40][N:39]([C:44]3[CH:49]=[CH:48][C:47]([F:50])=[CH:46][CH:45]=3)[C:38]2=[O:51])[CH:34]=[CH:35][CH:36]=1.C([O-])([O-])=O.[Cs+].[Cs+]. (4) The reactants are [O:1]1[C:5]2([CH2:10][CH2:9][N:8]([S:11](/[CH:14]=[CH:15]/[C:16]3[CH:24]=[CH:23][C:19]([C:20]([OH:22])=[O:21])=[CH:18][C:17]=3[CH3:25])(=[O:13])=[O:12])[CH2:7][CH2:6]2)[O:4][CH2:3][CH2:2]1.CO.[H][H]. The catalyst is C1COCC1. The product is [O:4]1[C:5]2([CH2:6][CH2:7][N:8]([S:11]([CH2:14][CH2:15][C:16]3[CH:24]=[CH:23][C:19]([C:20]([OH:22])=[O:21])=[CH:18][C:17]=3[CH3:25])(=[O:13])=[O:12])[CH2:9][CH2:10]2)[O:1][CH2:2][CH2:3]1. The yield is 0.907. (5) The reactants are [NH:1]1[CH2:4][CH:3]([OH:5])[CH2:2]1.C(=O)([O-])[O-].[K+].[K+].[C:12](Cl)(=[O:21])[O:13][CH2:14][C:15]1[CH:20]=[CH:19][CH:18]=[CH:17][CH:16]=1. The catalyst is C1COCC1.O. The product is [OH:5][CH:3]1[CH2:4][N:1]([C:12]([O:13][CH2:14][C:15]2[CH:20]=[CH:19][CH:18]=[CH:17][CH:16]=2)=[O:21])[CH2:2]1. The yield is 0.698.